From a dataset of Forward reaction prediction with 1.9M reactions from USPTO patents (1976-2016). Predict the product of the given reaction. (1) Given the reactants [Cl:1][C:2]1[CH:3]=[C:4]([O:16]C)[CH:5]=[C:6]2[C:10]=1[NH:9][C:8]([C:11]([O:13][CH2:14][CH3:15])=[O:12])=[CH:7]2.B(Br)(Br)Br.O.[OH-].[Na+], predict the reaction product. The product is: [Cl:1][C:2]1[CH:3]=[C:4]([OH:16])[CH:5]=[C:6]2[C:10]=1[NH:9][C:8]([C:11]([O:13][CH2:14][CH3:15])=[O:12])=[CH:7]2. (2) Given the reactants [NH:1]1[CH:5]=[CH:4][C:3]([CH2:6][N:7]2[C:15]3[C:10](=[C:11]([NH:16][C:17]([C:19]4[N:23]5[CH:24]=[CH:25][CH:26]=[CH:27][C:22]5=[N:21][CH:20]=4)=[O:18])[CH:12]=[CH:13][CH:14]=3)[C:9]([CH2:28][CH3:29])=[N:8]2)=[N:2]1.Br[CH2:31][CH:32]1[CH2:36][O:35][C:34]([CH3:38])([CH3:37])[O:33]1.O.[OH-].[Cs+], predict the reaction product. The product is: [CH3:37][C:34]1([CH3:38])[O:33][CH:32]([CH2:31][N:2]2[C:3]([CH2:6][N:7]3[C:15]4[C:10](=[C:11]([NH:16][C:17]([C:19]5[N:23]6[CH:24]=[CH:25][CH:26]=[CH:27][C:22]6=[N:21][CH:20]=5)=[O:18])[CH:12]=[CH:13][CH:14]=4)[C:9]([CH2:28][CH3:29])=[N:8]3)=[CH:4][CH:5]=[N:1]2)[CH2:36][O:35]1. (3) Given the reactants [NH2:1][C:2]1[CH:7]=[C:6]([O:8][C:9]2[CH:14]=[CH:13][C:12]([N+:15]([O-])=O)=[CH:11][C:10]=2[Cl:18])[N:5]=[CH:4][N:3]=1.Cl[C:20](OC1C=CC=CC=1)=[O:21].[NH:29]1[CH2:33][CH2:32][CH2:31][CH2:30]1.[Cl-].[NH4+], predict the reaction product. The product is: [NH2:15][C:12]1[CH:13]=[CH:14][C:9]([O:8][C:6]2[CH:7]=[C:2]([NH:1][C:20]([N:29]3[CH2:33][CH2:32][CH2:31][CH2:30]3)=[O:21])[N:3]=[CH:4][N:5]=2)=[C:10]([Cl:18])[CH:11]=1. (4) Given the reactants [Cl:1][C:2]1[CH:7]=[C:6]([Cl:8])[CH:5]=[CH:4][C:3]=1[CH2:9][CH2:10][N:11]1[C:15]2([CH2:20][CH2:19][CH:18]([C:21]3[CH:26]=[CH:25][CH:24]=[C:23]([O:27][CH3:28])[CH:22]=3)[CH2:17][CH2:16]2)[C:14](=[O:29])[NH:13][C:12]1=[O:30].Br[CH2:32][CH:33]1[CH2:36][CH2:35][CH2:34]1.C(=O)([O-])[O-].[K+].[K+], predict the reaction product. The product is: [CH:33]1([CH2:32][N:13]2[C:14](=[O:29])[C:15]3([CH2:20][CH2:19][CH:18]([C:21]4[CH:26]=[CH:25][CH:24]=[C:23]([O:27][CH3:28])[CH:22]=4)[CH2:17][CH2:16]3)[N:11]([CH2:10][CH2:9][C:3]3[CH:4]=[CH:5][C:6]([Cl:8])=[CH:7][C:2]=3[Cl:1])[C:12]2=[O:30])[CH2:36][CH2:35][CH2:34]1. (5) Given the reactants [C:1]([O:5][C:6]([N:8]1[CH2:13][CH2:12][CH2:11][CH2:10][C@@H:9]1[C:14]([OH:16])=O)=[O:7])([CH3:4])([CH3:3])[CH3:2].Cl.[NH2:18][C@H:19]([C:21]1[CH:30]=[CH:29][C:24]([C:25]([O:27][CH3:28])=[O:26])=[CH:23][CH:22]=1)[CH3:20], predict the reaction product. The product is: [CH3:28][O:27][C:25]([C:24]1[CH:29]=[CH:30][C:21]([C@@H:19]([NH:18][C:14]([C@H:9]2[CH2:10][CH2:11][CH2:12][CH2:13][N:8]2[C:6]([O:5][C:1]([CH3:2])([CH3:3])[CH3:4])=[O:7])=[O:16])[CH3:20])=[CH:22][CH:23]=1)=[O:26].